This data is from Reaction yield outcomes from USPTO patents with 853,638 reactions. The task is: Predict the reaction yield, written as a fraction of the theoretical maximum amount of product (1.0 means a 100% yield; for example, 0.34 means a 34% yield). (1) The reactants are [C:1](C=P(CCCC)(CCCC)CCCC)#N.[C:17]([C:19]1[CH:50]=[CH:49][C:22]([O:23][CH2:24][CH2:25][N:26]2[CH2:33][CH:32]3[O:34][CH:28]([CH2:29][N:30]([CH2:35][CH2:36][NH:37][S:38]([C:41]4[CH:46]=[CH:45][C:44]([F:47])=[CH:43][C:42]=4[F:48])(=[O:40])=[O:39])[CH2:31]3)[CH2:27]2)=[C:21]([F:51])[CH:20]=1)#[N:18].C1COCC1. The catalyst is CO. The product is [C:17]([C:19]1[CH:50]=[CH:49][C:22]([O:23][CH2:24][CH2:25][N:26]2[CH2:33][CH:32]3[O:34][CH:28]([CH2:29][N:30]([CH2:35][CH2:36][N:37]([CH3:1])[S:38]([C:41]4[CH:46]=[CH:45][C:44]([F:47])=[CH:43][C:42]=4[F:48])(=[O:40])=[O:39])[CH2:31]3)[CH2:27]2)=[C:21]([F:51])[CH:20]=1)#[N:18]. The yield is 0.530. (2) The reactants are Br[C:2]1[N:6]2[N:7]=[C:8]([NH:11][CH2:12][CH2:13][O:14][CH:15]3[CH2:19][CH2:18][CH2:17][CH2:16]3)[CH:9]=[CH:10][C:5]2=[N:4][CH:3]=1.[C:20]([O:24][C:25]([NH:27][CH2:28][C:29]1[CH:34]=[CH:33][C:32](B(O)O)=[CH:31][CH:30]=1)=[O:26])([CH3:23])([CH3:22])[CH3:21]. No catalyst specified. The product is [CH:15]1([O:14][CH2:13][CH2:12][NH:11][C:8]2[CH:9]=[CH:10][C:5]3[N:6]([C:2]([C:32]4[CH:33]=[CH:34][C:29]([CH2:28][NH:27][C:25](=[O:26])[O:24][C:20]([CH3:21])([CH3:22])[CH3:23])=[CH:30][CH:31]=4)=[CH:3][N:4]=3)[N:7]=2)[CH2:19][CH2:18][CH2:17][CH2:16]1. The yield is 0.700. (3) The reactants are [CH2:1]([N:3]([CH2:15][CH3:16])[CH2:4][CH2:5][CH2:6][O:7][C:8]1[CH:13]=[CH:12][C:11]([NH2:14])=[CH:10][CH:9]=1)[CH3:2].[F:17][C:18]1[CH:19]=[C:20]2[C:24](=[CH:25][CH:26]=1)[NH:23][C:22](=[O:27])[C:21]2=[CH:28]O. No catalyst specified. The product is [CH2:15]([N:3]([CH2:1][CH3:2])[CH2:4][CH2:5][CH2:6][O:7][C:8]1[CH:9]=[CH:10][C:11]([NH:14][CH:28]=[C:21]2[C:20]3[C:24](=[CH:25][CH:26]=[C:18]([F:17])[CH:19]=3)[NH:23][C:22]2=[O:27])=[CH:12][CH:13]=1)[CH3:16]. The yield is 0.410. (4) The reactants are [C:1]([O:7][CH2:8][CH3:9])(=[O:6])[CH2:2][C:3]([CH3:5])=O.[Cl:10][C:11]1[CH:18]=[CH:17][C:16]([Cl:19])=[CH:15][C:12]=1[CH:13]=O.[NH4+:20].[OH-:21]. The catalyst is CCO.C(Cl)Cl. The product is [Cl:10][C:11]1[CH:18]=[CH:17][C:16]([Cl:19])=[CH:15][C:12]=1[CH:13]1[C:2]([C:1]([O:7][CH2:8][CH3:9])=[O:6])=[C:3]([CH3:5])[NH:20][C:3]([CH3:5])=[C:2]1[C:1]([O:7][CH2:8][CH3:9])=[O:21]. The yield is 0.550. (5) The reactants are [C:1]([O:5][C:6]([N:8]1[CH:17]([C@H:18]([OH:25])[C:19]2[CH:24]=[CH:23][CH:22]=[CH:21][CH:20]=2)[CH2:16][C:11]2(OCC[O:12]2)[CH2:10][CH:9]1[CH2:26][CH3:27])=[O:7])([CH3:4])([CH3:3])[CH3:2].O.C1(C)C=CC(S(O)(=O)=O)=CC=1.C([O-])(O)=O.[Na+]. The catalyst is CC(C)=O. The product is [C:1]([O:5][C:6]([N:8]1[CH:17]([C@H:18]([OH:25])[C:19]2[CH:20]=[CH:21][CH:22]=[CH:23][CH:24]=2)[CH2:16][C:11](=[O:12])[CH2:10][CH:9]1[CH2:26][CH3:27])=[O:7])([CH3:4])([CH3:3])[CH3:2]. The yield is 0.430. (6) The reactants are [C:1]([O:5][C:6]([N:8]1[CH2:13][CH2:12][CH:11]([O:14][C:15]2[C:20]([F:21])=[CH:19][C:18]([C:22](=O)[CH2:23][CH2:24][C:25](OCC)=[O:26])=[CH:17][C:16]=2[F:31])[CH2:10][CH2:9]1)=[O:7])([CH3:4])([CH3:3])[CH3:2].O.[NH2:33][NH2:34]. The catalyst is C(O)(C)C. The product is [C:1]([O:5][C:6]([N:8]1[CH2:13][CH2:12][CH:11]([O:14][C:15]2[C:20]([F:21])=[CH:19][C:18]([C:22]3[CH2:23][CH2:24][C:25](=[O:26])[NH:34][N:33]=3)=[CH:17][C:16]=2[F:31])[CH2:10][CH2:9]1)=[O:7])([CH3:4])([CH3:3])[CH3:2]. The yield is 0.140. (7) The reactants are [Li]CCCC.[S:6]1[CH:10]=[CH:9][C:8]2[CH:11]=[CH:12][CH:13]=[CH:14][C:7]1=2.[Cl:15][CH2:16][CH2:17][CH2:18]I.O. The catalyst is C1COCC1.[Cu]I. The product is [Cl:15][CH2:16][CH2:17][CH2:18][C:10]1[S:6][C:7]2[CH:14]=[CH:13][CH:12]=[CH:11][C:8]=2[CH:9]=1. The yield is 0.440.